Dataset: CYP2D6 inhibition data for predicting drug metabolism from PubChem BioAssay. Task: Regression/Classification. Given a drug SMILES string, predict its absorption, distribution, metabolism, or excretion properties. Task type varies by dataset: regression for continuous measurements (e.g., permeability, clearance, half-life) or binary classification for categorical outcomes (e.g., BBB penetration, CYP inhibition). Dataset: cyp2d6_veith. The drug is CC(=O)NCCNc1nc(-c2ccc3c(c2)OCO3)nc2ccccc12. The result is 1 (inhibitor).